This data is from Catalyst prediction with 721,799 reactions and 888 catalyst types from USPTO. The task is: Predict which catalyst facilitates the given reaction. (1) Reactant: [CH3:1][N:2]1[C:6]2[CH:7]=[CH:8][C:9]([C:11](O)=[O:12])=[CH:10][C:5]=2[N:4]=[C:3]1[NH:14][C:15]1[S:16][C:17]2[CH:23]=[C:22]([O:24][C:25]([F:28])([F:27])[F:26])[CH:21]=[CH:20][C:18]=2[N:19]=1.[NH2:29][CH2:30][CH2:31][N:32]1[CH2:37][CH2:36][CH2:35][CH:34]([OH:38])[CH2:33]1.CN(C(ON1N=NC2C=CC=CC1=2)=[N+](C)C)C.F[P-](F)(F)(F)(F)F.CCN(C(C)C)C(C)C. Product: [OH:38][CH:34]1[CH2:35][CH2:36][CH2:37][N:32]([CH2:31][CH2:30][NH:29][C:11]([C:9]2[CH:8]=[CH:7][C:6]3[N:2]([CH3:1])[C:3]([NH:14][C:15]4[S:16][C:17]5[CH:23]=[C:22]([O:24][C:25]([F:27])([F:26])[F:28])[CH:21]=[CH:20][C:18]=5[N:19]=4)=[N:4][C:5]=3[CH:10]=2)=[O:12])[CH2:33]1. The catalyst class is: 3. (2) Reactant: [Cl:1][C:2]1[CH:3]=[C:4]([C:10]2([C:26]([F:29])([F:28])[F:27])[CH2:14][CH2:13][N:12]([C:15]3[S:16][C:17]([CH2:24]O)=[C:18]([C:20]([F:23])([F:22])[F:21])[N:19]=3)[CH2:11]2)[CH:5]=[C:6]([Cl:9])[C:7]=1[Cl:8].O1CCCC1.CS(Cl)(=O)=O.O.[NH3:41]. Product: [Cl:1][C:2]1[CH:3]=[C:4]([C:10]2([C:26]([F:29])([F:28])[F:27])[CH2:14][CH2:13][N:12]([C:15]3[S:16][C:17]([CH2:24][NH2:41])=[C:18]([C:20]([F:23])([F:22])[F:21])[N:19]=3)[CH2:11]2)[CH:5]=[C:6]([Cl:9])[C:7]=1[Cl:8]. The catalyst class is: 5. (3) Reactant: [Cl:1][C:2]1[CH:7]=[CH:6][C:5]([C:8](=O)[C:9]([C:11]2[CH:16]=[CH:15][C:14]([Cl:17])=[CH:13][CH:12]=2)=O)=[CH:4][CH:3]=1.[C:19]1([N:25]2[C:29]([NH2:30])=[C:28]([NH2:31])[CH:27]=[N:26]2)[CH:24]=[CH:23][CH:22]=[CH:21][CH:20]=1.CC1C=CC(S(O)(=O)=O)=CC=1.C([O-])(O)=O.[Na+]. Product: [Cl:1][C:2]1[CH:7]=[CH:6][C:5]([C:8]2[N:31]=[C:28]3[CH:27]=[N:26][N:25]([C:19]4[CH:24]=[CH:23][CH:22]=[CH:21][CH:20]=4)[C:29]3=[N:30][C:9]=2[C:11]2[CH:16]=[CH:15][C:14]([Cl:17])=[CH:13][CH:12]=2)=[CH:4][CH:3]=1. The catalyst class is: 5. (4) Reactant: [CH2:1]([N:3]1[CH:8]2[CH2:9][CH2:10][CH:4]1[CH2:5][CH:6]([C:11]1[N:16]3[N:17]=[C:18]([C:30]4[CH:35]=[CH:34][N:33]=[CH:32][CH:31]=4)[C:19]([C:20]4[CH:27]=[CH:26][C:23]([C:24]#[N:25])=[C:22]([O:28]C)[CH:21]=4)=[C:15]3[N:14]=[CH:13][CH:12]=1)[CH2:7]2)[CH3:2].B(Br)(Br)Br. Product: [CH2:1]([N:3]1[CH:4]2[CH2:10][CH2:9][CH:8]1[CH2:7][CH:6]([C:11]1[N:16]3[N:17]=[C:18]([C:30]4[CH:31]=[CH:32][N:33]=[CH:34][CH:35]=4)[C:19]([C:20]4[CH:27]=[CH:26][C:23]([C:24]#[N:25])=[C:22]([OH:28])[CH:21]=4)=[C:15]3[N:14]=[CH:13][CH:12]=1)[CH2:5]2)[CH3:2]. The catalyst class is: 4. (5) Reactant: [CH3:1][O:2][CH:3]([C:18]1[CH:19]=[N:20][CH:21]=[N:22][CH:23]=1)[C:4]1[CH:5]=[C:6]2[C:11](=[C:12]([C:14]([O:16]C)=[O:15])[CH:13]=1)[N:10]=[CH:9][CH:8]=[CH:7]2.[Li+].[OH-]. Product: [CH3:1][O:2][CH:3]([C:18]1[CH:19]=[N:20][CH:21]=[N:22][CH:23]=1)[C:4]1[CH:5]=[C:6]2[C:11](=[C:12]([C:14]([OH:16])=[O:15])[CH:13]=1)[N:10]=[CH:9][CH:8]=[CH:7]2. The catalyst class is: 12. (6) Product: [CH3:1][N:2]1[C:6]([C:7]([F:8])([F:9])[F:10])=[CH:5][C:4]([NH:11][C:13](=[O:14])[O:15][C:16]2[CH:21]=[CH:20][CH:19]=[CH:18][CH:17]=2)=[N:3]1. Reactant: [CH3:1][N:2]1[C:6]([C:7]([F:10])([F:9])[F:8])=[CH:5][C:4]([NH2:11])=[N:3]1.Cl[C:13]([O:15][C:16]1[CH:21]=[CH:20][CH:19]=[CH:18][CH:17]=1)=[O:14].C([O-])([O-])=O.[K+].[K+]. The catalyst class is: 1. (7) Reactant: [CH3:1][N:2]([CH3:18])[S:3]([N:6]1[CH:10]=[CH:9][N:8]=[C:7]1[Si:11]([C:14]([CH3:17])([CH3:16])[CH3:15])([CH3:13])[CH3:12])(=[O:5])=[O:4].C1C[O:22][CH2:21]C1.C([Li])(CC)C.CCCCCC. Product: [CH3:1][N:2]([CH3:18])[S:3]([N:6]1[C:10]([CH:21]=[O:22])=[CH:9][N:8]=[C:7]1[Si:11]([C:14]([CH3:15])([CH3:17])[CH3:16])([CH3:13])[CH3:12])(=[O:4])=[O:5]. The catalyst class is: 145.